This data is from Catalyst prediction with 721,799 reactions and 888 catalyst types from USPTO. The task is: Predict which catalyst facilitates the given reaction. (1) Reactant: F[C:2]1[CH:16]=[CH:15][C:5]2[C:6](=[O:14])[NH:7][C:8]3[C:13]([C:4]=2[CH:3]=1)=[CH:12][CH:11]=[CH:10][N:9]=3.[Br:17][C:18]1[CH:19]=[C:20](O)C=[CH:22][CH:23]=1.[C:25](=[O:28])([O-])[O-].[K+].[K+]. Product: [Br:17][C:18]1[CH:19]=[CH:20][C:25]([O:28][C:2]2[CH:16]=[CH:15][C:5]3[C:6](=[O:14])[NH:7][C:8]4[C:13]([C:4]=3[CH:3]=2)=[CH:12][CH:11]=[CH:10][N:9]=4)=[CH:22][CH:23]=1. The catalyst class is: 44. (2) Reactant: [CH2:1]([NH:8][C:9]([C:11]1[CH:16]=[CH:15][C:14]([Cl:17])=[CH:13][C:12]=1[NH:18][C:19]([CH:21]1[CH2:26][CH2:25][NH:24][C:23](=[O:27])[N:22]1[CH2:28][C:29]1[CH:34]=[CH:33][C:32]([CH3:35])=[CH:31][CH:30]=1)=O)=[O:10])[C:2]1[CH:7]=[CH:6][CH:5]=[CH:4][CH:3]=1.[OH-].[Na+]. Product: [CH2:1]([N:8]1[C:9](=[O:10])[C:11]2[C:12](=[CH:13][C:14]([Cl:17])=[CH:15][CH:16]=2)[N:18]=[C:19]1[CH:21]1[CH2:26][CH2:25][NH:24][C:23](=[O:27])[N:22]1[CH2:28][C:29]1[CH:34]=[CH:33][C:32]([CH3:35])=[CH:31][CH:30]=1)[C:2]1[CH:7]=[CH:6][CH:5]=[CH:4][CH:3]=1. The catalyst class is: 196. (3) Reactant: [CH3:1][C:2]1[O:3][C:4]2[C:9]([C:10](=[O:12])[CH:11]=1)=[CH:8][CH:7]=[CH:6][C:5]=2[CH:13]=O.[O:15]=[C:16]([CH3:25])[CH2:17][C:18]([O:20][CH2:21][CH:22]1[CH2:24][CH2:23]1)=[O:19].C(O)(=O)C.N1CCCCC1. Product: [CH3:1][C:2]1[O:3][C:4]2[C:9]([C:10](=[O:12])[CH:11]=1)=[CH:8][CH:7]=[CH:6][C:5]=2[CH:13]=[C:17]([C:16](=[O:15])[CH3:25])[C:18]([O:20][CH2:21][CH:22]1[CH2:24][CH2:23]1)=[O:19]. The catalyst class is: 4. (4) Reactant: [H-].[Al+3].[Li+].[H-].[H-].[H-].C1COCC1.[CH3:12][O:13][C:14]1[N:15]=[CH:16][C:17]2[S:23][CH2:22][CH2:21][NH:20][C:19](=O)[C:18]=2[N:25]=1. Product: [CH3:12][O:13][C:14]1[N:15]=[CH:16][C:17]2[S:23][CH2:22][CH2:21][NH:20][CH2:19][C:18]=2[N:25]=1. The catalyst class is: 6. (5) Reactant: [CH3:1][C:2]1[NH:3][C:4]2[C:9]([CH:10]=1)=[CH:8][CH:7]=[CH:6][CH:5]=2.CN(C=O)C.[Br:16]Br.O([C:26]([O:28][C:29]([CH3:32])(C)C)=[O:27])[C:26]([O:28][C:29](C)(C)[CH3:32])=[O:27].CCO[C:36]([CH3:38])=O. Product: [Br:16][C:10]1[C:9]2[C:4](=[CH:5][CH:6]=[CH:7][CH:8]=2)[N:3]([C:26]([O:28][CH2:29][CH2:32][CH2:36][CH3:38])=[O:27])[C:2]=1[CH3:1]. The catalyst class is: 142. (6) Reactant: [CH:1]1([C:4]2[NH:8][C:7]3[CH:9]=[C:10]([C:14]4[C:15]([CH3:20])=[N:16][O:17][C:18]=4[CH3:19])[CH:11]=[C:12](I)[C:6]=3[N:5]=2)[CH2:3][CH2:2]1.[CH3:21][CH:22]1[NH:26][C:25](=[O:27])[CH2:24][CH2:23]1.C(=O)([O-])[O-].[Cs+].[Cs+].CN(C)CCN. Product: [CH:1]1([C:4]2[NH:8][C:7]3[CH:9]=[C:10]([C:14]4[C:15]([CH3:20])=[N:16][O:17][C:18]=4[CH3:19])[CH:11]=[C:12]([N:26]4[CH:22]([CH3:21])[CH2:23][CH2:24][C:25]4=[O:27])[C:6]=3[N:5]=2)[CH2:3][CH2:2]1. The catalyst class is: 185. (7) Reactant: [F:1][C:2]([F:17])([F:16])[C:3]1[CH:8]=[CH:7][C:6]([C:9]2[O:13][CH:12]=[C:11]([CH2:14]O)[CH:10]=2)=[CH:5][CH:4]=1.C(P(CCCC)CCCC)CCC.[CH2:31]([O:33][C:34](=[O:45])[CH2:35][O:36][C:37]1[CH:42]=[CH:41][C:40]([SH:43])=[CH:39][C:38]=1[CH3:44])[CH3:32]. Product: [CH2:31]([O:33][C:34](=[O:45])[CH2:35][O:36][C:37]1[CH:42]=[CH:41][C:40]([S:43][CH2:14][C:11]2[CH:10]=[C:9]([C:6]3[CH:7]=[CH:8][C:3]([C:2]([F:17])([F:16])[F:1])=[CH:4][CH:5]=3)[O:13][CH:12]=2)=[CH:39][C:38]=1[CH3:44])[CH3:32]. The catalyst class is: 7.